Regression. Given a peptide amino acid sequence and an MHC pseudo amino acid sequence, predict their binding affinity value. This is MHC class I binding data. From a dataset of Peptide-MHC class I binding affinity with 185,985 pairs from IEDB/IMGT. (1) The peptide sequence is YGIYCTLY. The MHC is Mamu-B3901 with pseudo-sequence Mamu-B3901. The binding affinity (normalized) is 0.186. (2) The peptide sequence is MSYSMCTGKF. The MHC is HLA-A26:01 with pseudo-sequence HLA-A26:01. The binding affinity (normalized) is 0.596. (3) The peptide sequence is FRRFTQAIY. The MHC is HLA-A25:01 with pseudo-sequence HLA-A25:01. The binding affinity (normalized) is 0.0847. (4) The peptide sequence is SAIMVASDV. The MHC is HLA-A02:03 with pseudo-sequence HLA-A02:03. The binding affinity (normalized) is 0.349.